From a dataset of NCI-60 drug combinations with 297,098 pairs across 59 cell lines. Regression. Given two drug SMILES strings and cell line genomic features, predict the synergy score measuring deviation from expected non-interaction effect. (1) Drug 1: C1=CC(=C2C(=C1NCCNCCO)C(=O)C3=C(C=CC(=C3C2=O)O)O)NCCNCCO. Drug 2: C1=CN(C=N1)CC(O)(P(=O)(O)O)P(=O)(O)O. Cell line: HCT-15. Synergy scores: CSS=2.94, Synergy_ZIP=-16.8, Synergy_Bliss=-32.5, Synergy_Loewe=-75.4, Synergy_HSA=-33.9. (2) Drug 1: C1=NNC2=C1C(=O)NC=N2. Drug 2: COC1=C2C(=CC3=C1OC=C3)C=CC(=O)O2. Cell line: HCT116. Synergy scores: CSS=-2.63, Synergy_ZIP=6.15, Synergy_Bliss=-1.05, Synergy_Loewe=-4.33, Synergy_HSA=-3.99. (3) Drug 2: CN(CCCl)CCCl.Cl. Drug 1: CC1C(C(CC(O1)OC2CC(CC3=C2C(=C4C(=C3O)C(=O)C5=C(C4=O)C(=CC=C5)OC)O)(C(=O)CO)O)N)O.Cl. Synergy scores: CSS=51.2, Synergy_ZIP=-1.05, Synergy_Bliss=-2.18, Synergy_Loewe=-11.6, Synergy_HSA=-0.101. Cell line: 786-0. (4) Drug 1: CNC(=O)C1=NC=CC(=C1)OC2=CC=C(C=C2)NC(=O)NC3=CC(=C(C=C3)Cl)C(F)(F)F. Drug 2: CC1CCCC2(C(O2)CC(NC(=O)CC(C(C(=O)C(C1O)C)(C)C)O)C(=CC3=CSC(=N3)C)C)C. Cell line: HOP-62. Synergy scores: CSS=43.2, Synergy_ZIP=0.916, Synergy_Bliss=1.96, Synergy_Loewe=-5.98, Synergy_HSA=3.90. (5) Drug 1: CC1C(C(CC(O1)OC2CC(CC3=C2C(=C4C(=C3O)C(=O)C5=C(C4=O)C(=CC=C5)OC)O)(C(=O)C)O)N)O.Cl. Drug 2: CN(CC1=CN=C2C(=N1)C(=NC(=N2)N)N)C3=CC=C(C=C3)C(=O)NC(CCC(=O)O)C(=O)O. Cell line: OVCAR3. Synergy scores: CSS=32.6, Synergy_ZIP=-10.2, Synergy_Bliss=-2.31, Synergy_Loewe=-7.43, Synergy_HSA=-0.316. (6) Drug 1: COC1=C(C=C2C(=C1)N=CN=C2NC3=CC(=C(C=C3)F)Cl)OCCCN4CCOCC4. Drug 2: CN(C)N=NC1=C(NC=N1)C(=O)N. Cell line: U251. Synergy scores: CSS=15.4, Synergy_ZIP=-5.78, Synergy_Bliss=-3.06, Synergy_Loewe=-3.93, Synergy_HSA=-0.0476.